This data is from Reaction yield outcomes from USPTO patents with 853,638 reactions. The task is: Predict the reaction yield, written as a fraction of the theoretical maximum amount of product (1.0 means a 100% yield; for example, 0.34 means a 34% yield). (1) The reactants are [CH3:1][C:2]1[CH:3]=[C:4]([OH:9])[CH:5]=[C:6]([CH3:8])[CH:7]=1.[N+:10]([O-])([OH:12])=[O:11].CCCCCC.C(OCC)(=O)C. The catalyst is CCOCC.[N+]([O-])(O)=O. The product is [CH3:1][C:2]1[CH:3]=[C:4]([OH:9])[CH:5]=[C:6]([CH3:8])[C:7]=1[N+:10]([O-:12])=[O:11]. The yield is 0.270. (2) The reactants are [OH-].[Li+].[C:3]([NH:6][C:7]1[CH:8]=[C:9]2[C:13](=[CH:14][CH:15]=1)[N:12](C(OC(C)(C)C)=O)[C:11]([C:23]([O:25]CC)=[O:24])=[CH:10]2)(=[O:5])[CH3:4].CO.O. The catalyst is C1COCC1. The product is [C:3]([NH:6][C:7]1[CH:8]=[C:9]2[C:13](=[CH:14][CH:15]=1)[NH:12][C:11]([C:23]([OH:25])=[O:24])=[CH:10]2)(=[O:5])[CH3:4]. The yield is 0.430. (3) The reactants are [Cl:1][C:2]1[C:3]([C:19]2[C:27]3[C:22](=[CH:23][CH:24]=[CH:25][CH:26]=3)[N:21]([S:28]([C:31]3[CH:36]=[CH:35][CH:34]=[CH:33][CH:32]=3)(=[O:30])=[O:29])[CH:20]=2)=[N:4][C:5]([NH:8][C@@H:9]2[CH2:14][CH2:13][CH2:12][C@H:11]([C:15]([O:17]C)=[O:16])[CH2:10]2)=[N:6][CH:7]=1.O[Li].O.O.Cl. The catalyst is C1COCC1.CCOC(C)=O. The product is [Cl:1][C:2]1[C:3]([C:19]2[C:27]3[C:22](=[CH:23][CH:24]=[CH:25][CH:26]=3)[N:21]([S:28]([C:31]3[CH:36]=[CH:35][CH:34]=[CH:33][CH:32]=3)(=[O:30])=[O:29])[CH:20]=2)=[N:4][C:5]([NH:8][C@@H:9]2[CH2:14][CH2:13][CH2:12][C@H:11]([C:15]([OH:17])=[O:16])[CH2:10]2)=[N:6][CH:7]=1. The yield is 0.560. (4) The product is [NH2:1][C:2]1[C:7]([CH:8]=[O:9])=[CH:6][CH:5]=[C:4]([CH2:10][OH:11])[N:3]=1. The catalyst is CO. The yield is 0.340. The reactants are [NH2:1][C:2]1[C:7]([CH:8]=[O:9])=[CH:6][CH:5]=[C:4]([CH2:10][O:11]C)[N:3]=1.ClCCl.B(Br)(Br)Br. (5) The product is [Br:1][C:7]1[CH:6]=[C:5]([N+:2]([O-:4])=[O:3])[CH:11]=[CH:10][CH:9]=1. The yield is 0.930. The reactants are [BrH:1].[N+:2]([C:5]1[CH:6]=[C:7]([CH:9]=[CH:10][CH:11]=1)N)([O-:4])=[O:3].CC1(C)N([O])C(C)(C)CCC1.N([O-])=O.[Na+].[OH-].[Na+]. The catalyst is O.C(#N)C.